This data is from Reaction yield outcomes from USPTO patents with 853,638 reactions. The task is: Predict the reaction yield, written as a fraction of the theoretical maximum amount of product (1.0 means a 100% yield; for example, 0.34 means a 34% yield). (1) The reactants are [F:1][C:2]1[CH:31]=[C:30]([F:32])[CH:29]=[CH:28][C:3]=1[CH2:4][N:5]1[CH2:10][CH2:9][N:8]([C:11]2[N:12]=[C:13]3[CH2:24][CH2:23][N:22](C(=O)C)[CH2:21][C:14]3=[N:15][C:16]=2[NH:17][CH:18]([CH3:20])[CH3:19])[CH2:7][CH2:6]1.[OH-].[Na+].Cl. The catalyst is CO. The product is [F:1][C:2]1[CH:31]=[C:30]([F:32])[CH:29]=[CH:28][C:3]=1[CH2:4][N:5]1[CH2:10][CH2:9][N:8]([C:11]2[N:12]=[C:13]3[CH2:24][CH2:23][NH:22][CH2:21][C:14]3=[N:15][C:16]=2[NH:17][CH:18]([CH3:20])[CH3:19])[CH2:7][CH2:6]1. The yield is 0.760. (2) The reactants are [C:1]([C:3]1[CH:4]=[C:5]2[C:10](=[CH:11][C:12]=1[O:13][C:14]1[CH:22]=[CH:21][C:17]([C:18]([OH:20])=O)=[CH:16][CH:15]=1)[O:9][CH2:8][CH2:7][CH:6]2[C:23]([O:25][CH3:26])=[O:24])#[N:2].C(Cl)(=O)C(Cl)=O.[CH2:33]1[C:42]2[C:37](=[CH:38][CH:39]=[CH:40][CH:41]=2)[CH2:36][CH2:35][CH:34]1[NH2:43].CCN(C(C)C)C(C)C. The catalyst is C(Cl)Cl.CN(C=O)C. The product is [CH2:33]1[C:42]2[C:37](=[CH:38][CH:39]=[CH:40][CH:41]=2)[CH2:36][CH2:35][CH:34]1[NH:43][C:18]([C:17]1[CH:16]=[CH:15][C:14]([O:13][C:12]2[CH:11]=[C:10]3[C:5]([CH:6]([C:23]([O:25][CH3:26])=[O:24])[CH2:7][CH2:8][O:9]3)=[CH:4][C:3]=2[C:1]#[N:2])=[CH:22][CH:21]=1)=[O:20]. The yield is 0.730.